This data is from Forward reaction prediction with 1.9M reactions from USPTO patents (1976-2016). The task is: Predict the product of the given reaction. Given the reactants [CH:1]([C:3]1[CH:10]=[CH:9][C:6]([CH2:7][NH2:8])=[CH:5][CH:4]=1)=[CH2:2].[NH:11]([C:30]([O:32][C:33]([CH3:36])([CH3:35])[CH3:34])=[O:31])[C@H:12]([C:20](ON1C(=O)CCC1=O)=[O:21])[CH2:13][C:14]1[CH:19]=[CH:18][CH:17]=[CH:16][CH:15]=1.C(N(CC)CC)C, predict the reaction product. The product is: [C:33]([O:32][C:30](=[O:31])[NH:11][CH:12]([CH2:13][C:14]1[CH:19]=[CH:18][CH:17]=[CH:16][CH:15]=1)[C:20](=[O:21])[NH:8][CH2:7][C:6]1[CH:9]=[CH:10][C:3]([CH:1]=[CH2:2])=[CH:4][CH:5]=1)([CH3:36])([CH3:34])[CH3:35].